Regression. Given two drug SMILES strings and cell line genomic features, predict the synergy score measuring deviation from expected non-interaction effect. From a dataset of NCI-60 drug combinations with 297,098 pairs across 59 cell lines. (1) Drug 1: CNC(=O)C1=NC=CC(=C1)OC2=CC=C(C=C2)NC(=O)NC3=CC(=C(C=C3)Cl)C(F)(F)F. Drug 2: CC1C(C(CC(O1)OC2CC(CC3=C2C(=C4C(=C3O)C(=O)C5=C(C4=O)C(=CC=C5)OC)O)(C(=O)CO)O)N)O.Cl. Cell line: HCT116. Synergy scores: CSS=65.7, Synergy_ZIP=1.92, Synergy_Bliss=-1.14, Synergy_Loewe=0.547, Synergy_HSA=3.13. (2) Drug 1: C1C(C(OC1N2C=C(C(=O)NC2=O)F)CO)O. Drug 2: CC1C(C(CC(O1)OC2CC(CC3=C2C(=C4C(=C3O)C(=O)C5=C(C4=O)C(=CC=C5)OC)O)(C(=O)CO)O)N)O.Cl. Cell line: A549. Synergy scores: CSS=41.1, Synergy_ZIP=-7.99, Synergy_Bliss=-8.20, Synergy_Loewe=-4.60, Synergy_HSA=-1.88. (3) Drug 1: CC1=C(C=C(C=C1)NC2=NC=CC(=N2)N(C)C3=CC4=NN(C(=C4C=C3)C)C)S(=O)(=O)N.Cl. Drug 2: COCCOC1=C(C=C2C(=C1)C(=NC=N2)NC3=CC=CC(=C3)C#C)OCCOC.Cl. Cell line: SF-268. Synergy scores: CSS=5.87, Synergy_ZIP=2.40, Synergy_Bliss=9.40, Synergy_Loewe=4.99, Synergy_HSA=5.62. (4) Drug 1: C1CCC(C1)C(CC#N)N2C=C(C=N2)C3=C4C=CNC4=NC=N3. Drug 2: CN(CC1=CN=C2C(=N1)C(=NC(=N2)N)N)C3=CC=C(C=C3)C(=O)NC(CCC(=O)O)C(=O)O. Cell line: LOX IMVI. Synergy scores: CSS=42.0, Synergy_ZIP=0.835, Synergy_Bliss=-0.567, Synergy_Loewe=-5.32, Synergy_HSA=1.58. (5) Drug 1: CCCS(=O)(=O)NC1=C(C(=C(C=C1)F)C(=O)C2=CNC3=C2C=C(C=N3)C4=CC=C(C=C4)Cl)F. Drug 2: CC1C(C(CC(O1)OC2CC(OC(C2O)C)OC3=CC4=CC5=C(C(=O)C(C(C5)C(C(=O)C(C(C)O)O)OC)OC6CC(C(C(O6)C)O)OC7CC(C(C(O7)C)O)OC8CC(C(C(O8)C)O)(C)O)C(=C4C(=C3C)O)O)O)O. Cell line: DU-145. Synergy scores: CSS=13.6, Synergy_ZIP=18.0, Synergy_Bliss=20.6, Synergy_Loewe=17.5, Synergy_HSA=17.5. (6) Drug 1: C1=NNC2=C1C(=O)NC=N2. Drug 2: B(C(CC(C)C)NC(=O)C(CC1=CC=CC=C1)NC(=O)C2=NC=CN=C2)(O)O. Cell line: T-47D. Synergy scores: CSS=18.5, Synergy_ZIP=-0.863, Synergy_Bliss=-2.06, Synergy_Loewe=-63.7, Synergy_HSA=-1.98.